From a dataset of Catalyst prediction with 721,799 reactions and 888 catalyst types from USPTO. Predict which catalyst facilitates the given reaction. (1) Reactant: [CH2:1]([O:8][C:9]([N:11]1[CH2:16][CH2:15][N:14]([S:17]([C:20]2[CH:25]=[CH:24][CH:23]=[CH:22][CH:21]=2)(=[O:19])=[O:18])[C@@H:13]([CH2:26][CH2:27][CH:28]2[CH2:30][CH:29]2C(O)=O)[CH2:12]1)=[O:10])[C:2]1[CH:7]=[CH:6][CH:5]=[CH:4][CH:3]=1.C1C=CC(P([N:48]=[N+]=[N-])(C2C=CC=CC=2)=O)=CC=1.[CH3:51][Si:52]([CH3:57])([CH3:56])[CH2:53][CH2:54][OH:55].CCO[C:61](C)=[O:62]. Product: [C:20]1([S:17]([N:14]2[CH2:15][CH2:16][N:11]([C:9]([O:8][CH2:1][C:2]3[CH:3]=[CH:4][CH:5]=[CH:6][CH:7]=3)=[O:10])[CH2:12][C@@H:13]2[CH2:26][CH2:27][CH:28]2[CH2:30][CH:29]2[NH:48][C:61]([O:55][CH2:54][CH2:53][Si:52]([CH3:57])([CH3:56])[CH3:51])=[O:62])(=[O:19])=[O:18])[CH:25]=[CH:24][CH:23]=[CH:22][CH:21]=1. The catalyst class is: 11. (2) Reactant: [F:1][C:2]([F:17])([F:16])[C:3]1[CH:4]=[C:5]([NH:9][C:10]2[CH2:14][CH2:13][C:12](=[O:15])[CH:11]=2)[CH:6]=[CH:7][CH:8]=1.[Cl:18][C:19]1[CH:24]=[CH:23][C:22]([CH:25](Cl)[N:26]=[C:27]=[O:28])=[CH:21][N:20]=1. Product: [Cl:18][C:19]1[N:20]=[CH:21][C:22]([CH:25]2[NH:26][C:27](=[O:28])[N:9]([C:5]3[CH:6]=[CH:7][CH:8]=[C:3]([C:2]([F:16])([F:17])[F:1])[CH:4]=3)[C:10]3[CH2:14][CH2:13][C:12](=[O:15])[C:11]2=3)=[CH:23][CH:24]=1. The catalyst class is: 4. (3) Reactant: [NH2:1][C:2]1[CH:7]=[CH:6][C:5]([C:8]2[C:18]3[C:17](=[O:19])[N:16]([CH2:20][CH3:21])[CH2:15][C:14]([CH3:23])([CH3:22])[O:13][C:12]=3[N:11]=[C:10]([N:24]3[CH2:29][CH2:28][O:27][CH2:26][C@@H:25]3[CH3:30])[N:9]=2)=[CH:4][CH:3]=1.[C:31](Cl)(Cl)=[O:32].C1(C)C=CC=CC=1.CCN(C(C)C)C(C)C.[NH2:51][C:52]1[CH:57]=[CH:56][C:55]([C:58]([N:60]2[CH2:65][CH2:64][CH:63]([N:66]([CH3:68])[CH3:67])[CH2:62][CH2:61]2)=[O:59])=[CH:54][CH:53]=1. Product: [CH3:67][N:66]([CH3:68])[CH:63]1[CH2:62][CH2:61][N:60]([C:58]([C:55]2[CH:54]=[CH:53][C:52]([NH:51][C:31]([NH:1][C:2]3[CH:3]=[CH:4][C:5]([C:8]4[C:18]5[C:17](=[O:19])[N:16]([CH2:20][CH3:21])[CH2:15][C:14]([CH3:23])([CH3:22])[O:13][C:12]=5[N:11]=[C:10]([N:24]5[CH2:29][CH2:28][O:27][CH2:26][C@@H:25]5[CH3:30])[N:9]=4)=[CH:6][CH:7]=3)=[O:32])=[CH:57][CH:56]=2)=[O:59])[CH2:65][CH2:64]1. The catalyst class is: 258. (4) Product: [Cl:1][CH2:2][CH2:3][N:4]([CH2:5][C:6]1[NH:7][C:8](=[O:20])[C:9]2[N:14]=[N:13][N:12]([CH:15]3[CH2:19][CH2:18][CH2:17][CH2:16]3)[C:10]=2[N:11]=1)[CH2:27][C:26]1[CH:29]=[CH:30][C:23]([O:22][CH3:21])=[CH:24][CH:25]=1. The catalyst class is: 4. Reactant: [Cl:1][CH2:2][CH2:3][NH:4][CH2:5][C:6]1[NH:7][C:8](=[O:20])[C:9]2[N:14]=[N:13][N:12]([CH:15]3[CH2:19][CH2:18][CH2:17][CH2:16]3)[C:10]=2[N:11]=1.[CH3:21][O:22][C:23]1[CH:30]=[CH:29][C:26]([CH:27]=O)=[CH:25][CH:24]=1.C(O)(=O)C.C(O[BH-](OC(=O)C)OC(=O)C)(=O)C.[Na+].C(=O)(O)[O-].[Na+]. (5) Reactant: [OH:1][C:2]1[C:11]2[C:6](=[CH:7][CH:8]=[CH:9][C:10]=2[Cl:12])[N:5]([CH3:13])[C:4](=[O:14])[C:3]=1[C:15]([OH:17])=O.C(N(C(C)C)CC)(C)C.[CH2:27]([NH:29][C:30]1[CH:35]=[CH:34][CH:33]=[CH:32][CH:31]=1)[CH3:28].S(Cl)(Cl)=O. Product: [CH3:28][CH2:27][N:29]([C:15]([C:3]1[C:4](=[O:14])[N:5]([CH3:13])[C:6]2[CH:7]=[CH:8][CH:9]=[C:10]([Cl:12])[C:11]=2[C:2]=1[OH:1])=[O:17])[C:30]1[CH:31]=[CH:32][CH:33]=[CH:34][CH:35]=1. The catalyst class is: 2. (6) Reactant: [NH2:1][C@@H:2]([CH2:14][N:15]([CH3:17])[CH3:16])[CH2:3][C:4]([O:6][CH2:7][C:8]1[CH:13]=[CH:12][CH:11]=[CH:10][CH:9]=1)=[O:5].C(N(CC)CC)C.[O:25]([C:32]1[N:37]=[CH:36][C:35]([S:38](Cl)(=[O:40])=[O:39])=[CH:34][CH:33]=1)[C:26]1[CH:31]=[CH:30][CH:29]=[CH:28][CH:27]=1. Product: [CH3:17][N:15]([CH3:16])[CH2:14][C@H:2]([NH:1][S:38]([C:35]1[CH:36]=[N:37][C:32]([O:25][C:26]2[CH:31]=[CH:30][CH:29]=[CH:28][CH:27]=2)=[CH:33][CH:34]=1)(=[O:39])=[O:40])[CH2:3][C:4]([O:6][CH2:7][C:8]1[CH:13]=[CH:12][CH:11]=[CH:10][CH:9]=1)=[O:5]. The catalyst class is: 79. (7) Reactant: [CH3:1][N:2]([CH3:18])[C:3]1([C:12]2[CH:13]=[N:14][CH:15]=[CH:16][CH:17]=2)[CH2:8][CH2:7][CH:6]([CH2:9][CH2:10][OH:11])[CH2:5][CH2:4]1.C(N(CC)CC)C.[CH3:26][S:27](Cl)(=[O:29])=[O:28]. Product: [CH3:26][S:27]([O:11][CH2:10][CH2:9][CH:6]1[CH2:5][CH2:4][C:3]([N:2]([CH3:1])[CH3:18])([C:12]2[CH:13]=[N:14][CH:15]=[CH:16][CH:17]=2)[CH2:8][CH2:7]1)(=[O:29])=[O:28]. The catalyst class is: 4. (8) Reactant: [F:1][CH:2]([F:12])[CH:3]1[CH2:6][CH:5]([C:7]([O:9]CC)=[O:8])[CH2:4]1.[OH-].[Na+]. Product: [F:1][CH:2]([F:12])[CH:3]1[CH2:6][CH:5]([C:7]([OH:9])=[O:8])[CH2:4]1. The catalyst class is: 20. (9) Reactant: C(OC([NH:8][C@H:9]([C@@H:13]([OH:18])[C:14]([CH3:17])([CH3:16])[CH3:15])[C:10]([O-:12])=[O:11])=O)(C)(C)C. Product: [NH2:8][C@H:9]([C@@H:13]([OH:18])[C:14]([CH3:16])([CH3:15])[CH3:17])[C:10]([OH:12])=[O:11]. The catalyst class is: 33.